This data is from Reaction yield outcomes from USPTO patents with 853,638 reactions. The task is: Predict the reaction yield, written as a fraction of the theoretical maximum amount of product (1.0 means a 100% yield; for example, 0.34 means a 34% yield). (1) The reactants are [NH:1]1[C:9]2[C:4](=[CH:5][CH:6]=[CH:7][CH:8]=2)[CH2:3][C:2]1=[O:10].[Cl-].[Al+3].[Cl-].[Cl-].[Cl:15][CH2:16][C:17](Cl)=[O:18].Cl. The catalyst is ClC(Cl)C.C(OCC)(=O)C. The product is [Cl:15][CH2:16][C:17]([C:6]1[CH:5]=[C:4]2[C:9](=[CH:8][CH:7]=1)[NH:1][C:2](=[O:10])[CH2:3]2)=[O:18]. The yield is 0.980. (2) The reactants are [CH2:1]([O:3][C:4]([C:6]1[CH:7]=[C:8]([CH:12]=[C:13]([C:15]([O:17][CH2:18][CH3:19])=[O:16])[CH:14]=1)[C:9](O)=[O:10])=[O:5])[CH3:2].O=S(Cl)Cl.CN.C[CH2:27][N:28](CC)CC. The catalyst is CCN(CC)CC. The yield is 0.700. The product is [CH3:27][NH:28][C:9]([C:8]1[CH:12]=[C:13]([C:15]([O:17][CH2:18][CH3:19])=[O:16])[CH:14]=[C:6]([CH:7]=1)[C:4]([O:3][CH2:1][CH3:2])=[O:5])=[O:10]. (3) The reactants are [N:1]1[CH:2]=[CH:3][N:4]2[C:9]=1[CH:8]=[CH:7][C:6]([C:10]1[CH:15]=[CH:14][N:13]([CH2:16][C@@H:17]([N:22]3[C:30](=[O:31])[C:29]4[C:24](=[CH:25][CH:26]=[CH:27][CH:28]=4)[C:23]3=[O:32])[CH2:18][CH:19]([CH3:21])[CH3:20])[C:12](=[O:33])[CH:11]=1)=[N:5]2.[Br:34]Br. The catalyst is CC(O)=O. The product is [Br:34][C:3]1[N:4]2[N:5]=[C:6]([C:10]3[CH:15]=[CH:14][N:13]([CH2:16][C@@H:17]([N:22]4[C:30](=[O:31])[C:29]5[C:24](=[CH:25][CH:26]=[CH:27][CH:28]=5)[C:23]4=[O:32])[CH2:18][CH:19]([CH3:21])[CH3:20])[C:12](=[O:33])[CH:11]=3)[CH:7]=[CH:8][C:9]2=[N:1][CH:2]=1. The yield is 1.00. (4) The reactants are [CH:1]12[CH2:6][CH:5]1[C:4](=[O:7])O[C:2]2=[O:8].[CH2:9]([CH2:11][NH2:12])[OH:10]. No catalyst specified. The product is [OH:10][CH2:9][CH2:11][N:12]1[C:2](=[O:8])[CH:1]2[CH:5]([CH2:6]2)[C:4]1=[O:7]. The yield is 0.770. (5) The reactants are [C:1]([NH:9][C:10]1[N:15]=[CH:14][C:13]([CH:16]([CH3:22])[C:17]([O:19]CC)=[O:18])=[CH:12][CH:11]=1)(=[O:8])[C:2]1[CH:7]=[CH:6][CH:5]=[CH:4][CH:3]=1.O.[OH-].[Li+].Cl. The catalyst is O1CCCC1.O. The product is [C:1]([NH:9][C:10]1[N:15]=[CH:14][C:13]([CH:16]([CH3:22])[C:17]([OH:19])=[O:18])=[CH:12][CH:11]=1)(=[O:8])[C:2]1[CH:7]=[CH:6][CH:5]=[CH:4][CH:3]=1. The yield is 0.940. (6) The reactants are C[O:2][C:3]1[N:8]=[C:7]([C:9]2[C:17]3[C:16]([NH:18][C@H:19]([C:21]4[N:26]([C:27]5[CH:32]=[CH:31][CH:30]=[CH:29][CH:28]=5)[C:25](=[O:33])[C:24]5=[C:34]([CH3:37])[CH:35]=[CH:36][N:23]5[N:22]=4)[CH3:20])=[N:15][CH:14]=[N:13][C:12]=3[NH:11][CH:10]=2)[CH:6]=[CH:5][CH:4]=1.[I-].[Na+].Cl[Si](C)(C)C.C(=O)(O)[O-].[Na+]. The catalyst is C(#N)C. The product is [CH3:37][C:34]1[CH:35]=[CH:36][N:23]2[C:24]=1[C:25](=[O:33])[N:26]([C:27]1[CH:32]=[CH:31][CH:30]=[CH:29][CH:28]=1)[C:21]([C@@H:19]([NH:18][C:16]1[C:17]3[C:9]([C:7]4[NH:8][C:3](=[O:2])[CH:4]=[CH:5][CH:6]=4)=[CH:10][NH:11][C:12]=3[N:13]=[CH:14][N:15]=1)[CH3:20])=[N:22]2. The yield is 0.340. (7) The reactants are [C:1]1([S:7][CH:8]=[CH:9][C:10]([O:12][C:13]2[CH:18]=[CH:17][C:16]([C:19]3[CH:24]=[CH:23][CH:22]=[CH:21][CH:20]=3)=[CH:15][CH:14]=2)=[O:11])[CH:6]=[CH:5][CH:4]=[CH:3][CH:2]=1.[C:25](OC1C=CC(C2C=CC=CC=2)=CC=1)(=O)C#C.C1C=CC(CS)=CC=1. No catalyst specified. The product is [CH2:1]([S:7][CH:8]=[CH:9][C:10]([O:12][C:13]1[CH:14]=[CH:15][C:16]([C:19]2[CH:20]=[CH:21][CH:22]=[CH:23][CH:24]=2)=[CH:17][CH:18]=1)=[O:11])[C:6]1[CH:5]=[CH:4][CH:3]=[CH:2][CH:25]=1. The yield is 0.910.